Dataset: Catalyst prediction with 721,799 reactions and 888 catalyst types from USPTO. Task: Predict which catalyst facilitates the given reaction. (1) Reactant: [CH2:1]([NH:5][C:6]1[N:7]=[CH:8][C:9]2[N:14]([C:15]3[CH:20]=[CH:19][C:18]([F:21])=[CH:17][CH:16]=3)[CH:13]=[CH:12][C:10]=2[N:11]=1)[CH2:2][CH2:3][CH3:4].C1C(=O)N([Br:29])C(=O)C1. Product: [Br:29][C:12]1[C:10]2[N:11]=[C:6]([NH:5][CH2:1][CH2:2][CH2:3][CH3:4])[N:7]=[CH:8][C:9]=2[N:14]([C:15]2[CH:16]=[CH:17][C:18]([F:21])=[CH:19][CH:20]=2)[CH:13]=1. The catalyst class is: 31. (2) Reactant: [C:1]([O:5][C:6]([NH:8][CH:9]([C:11]1[NH:12][C:13]([C:21]2[CH:30]=[CH:29][CH:28]=[C:27]3[C:22]=2[N:23]=[C:24]([NH:32][CH2:33][CH:34]([F:36])[F:35])[C:25]([CH3:31])=[N:26]3)=[CH:14][C:15]=1[C:16]([O:18]CC)=[O:17])[CH3:10])=[O:7])([CH3:4])([CH3:3])[CH3:2].CO. Product: [C:1]([O:5][C:6]([NH:8][CH:9]([C:11]1[NH:12][C:13]([C:21]2[CH:30]=[CH:29][CH:28]=[C:27]3[C:22]=2[N:23]=[C:24]([NH:32][CH2:33][CH:34]([F:35])[F:36])[C:25]([CH3:31])=[N:26]3)=[CH:14][C:15]=1[C:16]([OH:18])=[O:17])[CH3:10])=[O:7])([CH3:2])([CH3:3])[CH3:4]. The catalyst class is: 38. (3) Reactant: [Br:1][C:2]1[C:3]([OH:14])=[C:4]([CH:7]=[C:8]([C:10]([CH3:13])([CH3:12])[CH3:11])[CH:9]=1)[CH:5]=[O:6].C(=O)([O-])[O-].[K+].[K+].[CH3:21][O:22][CH2:23]Cl. Product: [Br:1][C:2]1[C:3]([O:14][CH2:21][O:22][CH3:23])=[C:4]([CH:7]=[C:8]([C:10]([CH3:11])([CH3:13])[CH3:12])[CH:9]=1)[CH:5]=[O:6]. The catalyst class is: 9. (4) Reactant: CO[CH:3]([O:11]C)[CH2:4][C:5]1([OH:10])[CH2:9][CH:8]=[CH:7][CH2:6]1.CC1C=C(C)C=C(C)N=1.FC(F)(F)S(O[Si:28]([C:31]([CH3:34])([CH3:33])[CH3:32])([CH3:30])[CH3:29])(=O)=O. Product: [Si:28]([O:10][C:5]1([CH2:4][CH:3]=[O:11])[CH2:6][CH:7]=[CH:8][CH2:9]1)([C:31]([CH3:34])([CH3:33])[CH3:32])([CH3:30])[CH3:29]. The catalyst class is: 2. (5) Reactant: [CH:1]1[CH:9]=[C:8](Cl)[C:7]2[C:3](=[N:4][O:5][N:6]=2)[C:2]=1[N+:11]([O-:13])=[O:12].C([O-])(O)=O.[Na+].[NH2:19][CH2:20][CH2:21][CH2:22][C:23]([OH:25])=[O:24]. Product: [N+:11]([C:2]1[C:3]2[C:7](=[N:6][O:5][N:4]=2)[C:8]([NH:19][CH2:20][CH2:21][CH2:22][C:23]([OH:25])=[O:24])=[CH:9][CH:1]=1)([O-:13])=[O:12]. The catalyst class is: 5.